This data is from Catalyst prediction with 721,799 reactions and 888 catalyst types from USPTO. The task is: Predict which catalyst facilitates the given reaction. (1) The catalyst class is: 4. Reactant: [CH2:1]([O:3][CH2:4][CH2:5][O:6][CH2:7][CH2:8][OH:9])[CH3:2].C(N(CC)CC)C.[C:17]1([CH3:27])[CH:22]=[CH:21][C:20]([S:23](Cl)(=[O:25])=[O:24])=[CH:19][CH:18]=1. Product: [CH3:27][C:17]1[CH:22]=[CH:21][C:20]([S:23]([O:9][CH2:8][CH2:7][O:6][CH2:5][CH2:4][O:3][CH2:1][CH3:2])(=[O:25])=[O:24])=[CH:19][CH:18]=1. (2) The catalyst class is: 5. Product: [Cl:8][C:6]1[CH:5]=[C:4]([C:9]2([C:39]([F:40])([F:42])[F:41])[O:13][N:12]=[C:11]([C:14]3[C:23]4[C:18](=[CH:19][CH:20]=[CH:21][CH:22]=4)[C:17]([C:24]([NH:26][CH2:27][CH2:28][S:29]([CH3:38])(=[NH:31])=[O:30])=[O:25])=[CH:16][CH:15]=3)[CH2:10]2)[CH:3]=[C:2]([Cl:1])[CH:7]=1. Reactant: [Cl:1][C:2]1[CH:3]=[C:4]([C:9]2([C:39]([F:42])([F:41])[F:40])[O:13][N:12]=[C:11]([C:14]3[C:23]4[C:18](=[CH:19][CH:20]=[CH:21][CH:22]=4)[C:17]([C:24]([NH:26][CH2:27][CH2:28][S:29]([CH3:38])(=[N:31]C(=O)C(F)(F)F)=[O:30])=[O:25])=[CH:16][CH:15]=3)[CH2:10]2)[CH:5]=[C:6]([Cl:8])[CH:7]=1.C(=O)([O-])[O-].[K+].[K+]. (3) Reactant: [C:1]1(=O)[CH2:5][CH2:4][CH2:3][CH2:2]1.[Br:7][C:8]1[C:14]([CH3:15])=[CH:13][C:11]([NH2:12])=[CH:10][C:9]=1[CH3:16].C[Si]([C:21]#[N:22])(C)C. The catalyst class is: 15. Product: [Br:7][C:8]1[C:14]([CH3:15])=[CH:13][C:11]([NH:12][C:1]2([C:21]#[N:22])[CH2:5][CH2:4][CH2:3][CH2:2]2)=[CH:10][C:9]=1[CH3:16].